This data is from Forward reaction prediction with 1.9M reactions from USPTO patents (1976-2016). The task is: Predict the product of the given reaction. Given the reactants Br[C:2]1[CH:13]=[CH:12][C:5]([CH2:6][NH:7][S:8]([CH3:11])(=[O:10])=[O:9])=[C:4]([F:14])[CH:3]=1.[CH2:15]([O:17][C:18](=[O:22])[CH:19](Cl)[CH3:20])[CH3:16].FC(F)(F)C(O)=O.Cl, predict the reaction product. The product is: [F:14][C:4]1[CH:3]=[C:2]([CH:19]([CH3:20])[C:18]([O:17][CH2:15][CH3:16])=[O:22])[CH:13]=[CH:12][C:5]=1[CH2:6][NH:7][S:8]([CH3:11])(=[O:10])=[O:9].